Dataset: HIV replication inhibition screening data with 41,000+ compounds from the AIDS Antiviral Screen. Task: Binary Classification. Given a drug SMILES string, predict its activity (active/inactive) in a high-throughput screening assay against a specified biological target. The drug is CCCCCCCCCCCCCCCCNCCCS(=O)(=O)O. The result is 0 (inactive).